Dataset: NCI-60 drug combinations with 297,098 pairs across 59 cell lines. Task: Regression. Given two drug SMILES strings and cell line genomic features, predict the synergy score measuring deviation from expected non-interaction effect. Synergy scores: CSS=30.0, Synergy_ZIP=7.18, Synergy_Bliss=9.20, Synergy_Loewe=-0.982, Synergy_HSA=7.51. Drug 1: CCCS(=O)(=O)NC1=C(C(=C(C=C1)F)C(=O)C2=CNC3=C2C=C(C=N3)C4=CC=C(C=C4)Cl)F. Cell line: EKVX. Drug 2: CC1OCC2C(O1)C(C(C(O2)OC3C4COC(=O)C4C(C5=CC6=C(C=C35)OCO6)C7=CC(=C(C(=C7)OC)O)OC)O)O.